This data is from Forward reaction prediction with 1.9M reactions from USPTO patents (1976-2016). The task is: Predict the product of the given reaction. (1) Given the reactants FC1C=C(C2OC3(CCN([C:18]([C:20]4[CH:25]=[CH:24][C:23]([O:26][CH:27]([CH3:29])[CH3:28])=[C:22]([CH3:30])[CH:21]=4)=[O:19])CC3)CC(O)C=2)C=NC=1.[H-].[Na+].C(I)C, predict the reaction product. The product is: [CH:27]([O:26][C:23]1[CH:24]=[CH:25][C:20]([CH:18]=[O:19])=[CH:21][C:22]=1[CH3:30])([CH3:29])[CH3:28]. (2) Given the reactants C([N:4]1[C:12]2[C:7](=[CH:8][CH:9]=[C:10]([N:13]3[C:17](=[O:18])[C:16]([CH3:20])([CH3:19])[N:15]([CH2:21][C:22]4[C:31]5[C:26](=[CH:27][CH:28]=[CH:29][CH:30]=5)[N:25]=[CH:24][CH:23]=4)[C:14]3=[O:32])[CH:11]=2)[C:6]([CH3:34])([CH3:33])[CH2:5]1)(=O)C.Cl, predict the reaction product. The product is: [CH3:33][C:6]1([CH3:34])[C:7]2[C:12](=[CH:11][C:10]([N:13]3[C:17](=[O:18])[C:16]([CH3:19])([CH3:20])[N:15]([CH2:21][C:22]4[C:31]5[C:26](=[CH:27][CH:28]=[CH:29][CH:30]=5)[N:25]=[CH:24][CH:23]=4)[C:14]3=[O:32])=[CH:9][CH:8]=2)[NH:4][CH2:5]1. (3) Given the reactants [C:1]([O:4][C@H:5]1[O:51][C@@H:50]([CH2:52][O:53][C:54](=[O:56])[CH3:55])[C@@H:45]([O:46][C:47](=[O:49])[CH3:48])[C@H:40]([O:41][C:42](=[O:44])[CH3:43])[C@@H:6]1[O:7][C@H:8]1[O:34][C@H:33]([CH2:35][O:36][C:37](=[O:39])[CH3:38])[C@@H:19]([O:20][C:21](=[O:32])[NH:22][C:23]2C=CC([N+]([O-])=O)=CC=2)[C@H:14]([O:15][C:16](=[O:18])[CH3:17])[C@@H:9]1[O:10][C:11](=[O:13])[CH3:12])(=[O:3])[CH3:2].CN, predict the reaction product. The product is: [C:1]([O:4][C@H:5]1[O:51][C@@H:50]([CH2:52][O:53][C:54](=[O:56])[CH3:55])[C@@H:45]([O:46][C:47](=[O:49])[CH3:48])[C@H:40]([O:41][C:42](=[O:44])[CH3:43])[C@@H:6]1[O:7][C@H:8]1[O:34][C@H:33]([CH2:35][O:36][C:37](=[O:39])[CH3:38])[C@@H:19]([O:20][C:21](=[O:32])[NH:22][CH3:23])[C@H:14]([O:15][C:16](=[O:18])[CH3:17])[C@@H:9]1[O:10][C:11](=[O:13])[CH3:12])(=[O:3])[CH3:2]. (4) Given the reactants [CH3:1][CH:2]([CH3:21])[CH2:3][CH2:4][C:5]1(C(OC)=O)[C:14]2[C:9](=[CH:10][CH:11]=[CH:12][CH:13]=2)[C:8](=[O:15])[CH2:7][C:6]1=[O:16].Cl.[OH-:23].[Na+], predict the reaction product. The product is: [OH:23][C:5]1([CH2:4][CH2:3][CH:2]([CH3:21])[CH3:1])[C:14]2[C:9](=[CH:10][CH:11]=[CH:12][CH:13]=2)[C:8](=[O:15])[CH2:7][C:6]1=[O:16]. (5) Given the reactants [Br:1][CH:2]([OH:4])[CH3:3].[N:5]1[CH:10]=[CH:9][C:8](/[CH:11]=[N:12]/[C:13]2[CH:14]=[CH:15][C:16]3[C:17](=[O:27])[NH:18][C:19](=[O:26])[C:20]4[C:25]=3[C:24]=2[CH:23]=[CH:22][CH:21]=4)=[CH:7][CH:6]=1, predict the reaction product. The product is: [Br-:1].[O:26]=[C:19]1[C:20]2[C:25]3[C:24](=[C:13](/[N:12]=[CH:11]/[C:8]4[CH:9]=[CH:10][N+:5]([CH2:3][CH2:2][OH:4])=[CH:6][CH:7]=4)[CH:14]=[CH:15][C:16]=3[C:17](=[O:27])[NH:18]1)[CH:23]=[CH:22][CH:21]=2.